Dataset: Peptide-MHC class II binding affinity with 134,281 pairs from IEDB. Task: Regression. Given a peptide amino acid sequence and an MHC pseudo amino acid sequence, predict their binding affinity value. This is MHC class II binding data. (1) The peptide sequence is TQARAAAAAFEQAHA. The MHC is DRB1_0405 with pseudo-sequence DRB1_0405. The binding affinity (normalized) is 0.303. (2) The peptide sequence is DEVLIEVNPPFGDSY. The MHC is DRB1_1501 with pseudo-sequence DRB1_1501. The binding affinity (normalized) is 0.343. (3) The peptide sequence is IGCAMLHWSLILPGI. The MHC is HLA-DQA10303-DQB10402 with pseudo-sequence HLA-DQA10303-DQB10402. The binding affinity (normalized) is 0. (4) The peptide sequence is LEAAVKQAYAATIAA. The MHC is DRB1_1001 with pseudo-sequence DRB1_1001. The binding affinity (normalized) is 0.539.